This data is from Catalyst prediction with 721,799 reactions and 888 catalyst types from USPTO. The task is: Predict which catalyst facilitates the given reaction. Reactant: [O:1]=[C:2]1[C:10]2[C:5](=[CH:6][CH:7]=[CH:8][CH:9]=2)[C:4](=[O:11])[N:3]1[CH2:12][CH:13]([NH:23][C:24]1[CH:31]=[CH:30][C:27]([C:28]#[N:29])=[CH:26][CH:25]=1)[C:14]1[CH:19]=[CH:18][C:17]([OH:20])=[C:16]([O:21][CH3:22])[CH:15]=1.C1(P(C2C=CC=CC=2)C2C=CC=CC=2)C=CC=CC=1.[Cl:51][CH2:52][C@H:53]([C:55]1[CH:60]=[CH:59][CH:58]=[CH:57][CH:56]=1)O.CCOC(/N=N/C(OCC)=O)=O. The catalyst class is: 7. Product: [Cl:51][CH2:52][CH:53]([C:55]1[CH:60]=[CH:59][CH:58]=[CH:57][CH:56]=1)[O:20][C:17]1[CH:18]=[CH:19][C:14]([CH:13]([NH:23][C:24]2[CH:25]=[CH:26][C:27]([C:28]#[N:29])=[CH:30][CH:31]=2)[CH2:12][N:3]2[C:4](=[O:11])[C:5]3[C:10](=[CH:9][CH:8]=[CH:7][CH:6]=3)[C:2]2=[O:1])=[CH:15][C:16]=1[O:21][CH3:22].